Dataset: NCI-60 drug combinations with 297,098 pairs across 59 cell lines. Task: Regression. Given two drug SMILES strings and cell line genomic features, predict the synergy score measuring deviation from expected non-interaction effect. (1) Drug 1: CN(C)N=NC1=C(NC=N1)C(=O)N. Drug 2: CC1C(C(=O)NC(C(=O)N2CCCC2C(=O)N(CC(=O)N(C(C(=O)O1)C(C)C)C)C)C(C)C)NC(=O)C3=C4C(=C(C=C3)C)OC5=C(C(=O)C(=C(C5=N4)C(=O)NC6C(OC(=O)C(N(C(=O)CN(C(=O)C7CCCN7C(=O)C(NC6=O)C(C)C)C)C)C(C)C)C)N)C. Cell line: RXF 393. Synergy scores: CSS=4.73, Synergy_ZIP=3.74, Synergy_Bliss=8.44, Synergy_Loewe=8.24, Synergy_HSA=8.00. (2) Drug 1: CC(CN1CC(=O)NC(=O)C1)N2CC(=O)NC(=O)C2. Drug 2: CCC1(CC2CC(C3=C(CCN(C2)C1)C4=CC=CC=C4N3)(C5=C(C=C6C(=C5)C78CCN9C7C(C=CC9)(C(C(C8N6C)(C(=O)OC)O)OC(=O)C)CC)OC)C(=O)OC)O.OS(=O)(=O)O. Cell line: K-562. Synergy scores: CSS=49.8, Synergy_ZIP=-3.33, Synergy_Bliss=-1.33, Synergy_Loewe=-3.03, Synergy_HSA=-0.556. (3) Drug 1: CS(=O)(=O)CCNCC1=CC=C(O1)C2=CC3=C(C=C2)N=CN=C3NC4=CC(=C(C=C4)OCC5=CC(=CC=C5)F)Cl. Drug 2: CN(CC1=CN=C2C(=N1)C(=NC(=N2)N)N)C3=CC=C(C=C3)C(=O)NC(CCC(=O)O)C(=O)O. Cell line: SN12C. Synergy scores: CSS=23.5, Synergy_ZIP=-8.60, Synergy_Bliss=-5.11, Synergy_Loewe=-1.98, Synergy_HSA=-1.61. (4) Drug 1: C1CN(CCN1C(=O)CCBr)C(=O)CCBr. Drug 2: B(C(CC(C)C)NC(=O)C(CC1=CC=CC=C1)NC(=O)C2=NC=CN=C2)(O)O. Cell line: UACC-257. Synergy scores: CSS=66.1, Synergy_ZIP=-1.16, Synergy_Bliss=0.522, Synergy_Loewe=-42.8, Synergy_HSA=-1.36. (5) Drug 1: CNC(=O)C1=NC=CC(=C1)OC2=CC=C(C=C2)NC(=O)NC3=CC(=C(C=C3)Cl)C(F)(F)F. Drug 2: CC(C)(C#N)C1=CC(=CC(=C1)CN2C=NC=N2)C(C)(C)C#N. Cell line: TK-10. Synergy scores: CSS=-1.37, Synergy_ZIP=-0.480, Synergy_Bliss=-3.66, Synergy_Loewe=-5.24, Synergy_HSA=-4.42. (6) Drug 1: CCC1=CC2CC(C3=C(CN(C2)C1)C4=CC=CC=C4N3)(C5=C(C=C6C(=C5)C78CCN9C7C(C=CC9)(C(C(C8N6C)(C(=O)OC)O)OC(=O)C)CC)OC)C(=O)OC.C(C(C(=O)O)O)(C(=O)O)O. Drug 2: CC1CCC2CC(C(=CC=CC=CC(CC(C(=O)C(C(C(=CC(C(=O)CC(OC(=O)C3CCCCN3C(=O)C(=O)C1(O2)O)C(C)CC4CCC(C(C4)OC)OCCO)C)C)O)OC)C)C)C)OC. Cell line: OVCAR-8. Synergy scores: CSS=49.3, Synergy_ZIP=-0.102, Synergy_Bliss=-0.361, Synergy_Loewe=1.37, Synergy_HSA=2.58. (7) Drug 1: CN(CC1=CN=C2C(=N1)C(=NC(=N2)N)N)C3=CC=C(C=C3)C(=O)NC(CCC(=O)O)C(=O)O. Drug 2: COCCOC1=C(C=C2C(=C1)C(=NC=N2)NC3=CC=CC(=C3)C#C)OCCOC.Cl. Cell line: T-47D. Synergy scores: CSS=-3.01, Synergy_ZIP=0.960, Synergy_Bliss=-0.900, Synergy_Loewe=-8.50, Synergy_HSA=-8.29. (8) Drug 1: CC1=C2C(C(=O)C3(C(CC4C(C3C(C(C2(C)C)(CC1OC(=O)C(C(C5=CC=CC=C5)NC(=O)OC(C)(C)C)O)O)OC(=O)C6=CC=CC=C6)(CO4)OC(=O)C)OC)C)OC. Cell line: UO-31. Synergy scores: CSS=49.8, Synergy_ZIP=3.67, Synergy_Bliss=4.83, Synergy_Loewe=-3.02, Synergy_HSA=8.49. Drug 2: C1CC(C1)(C(=O)O)C(=O)O.[NH2-].[NH2-].[Pt+2]. (9) Drug 1: CC=C1C(=O)NC(C(=O)OC2CC(=O)NC(C(=O)NC(CSSCCC=C2)C(=O)N1)C(C)C)C(C)C. Drug 2: C1=NNC2=C1C(=O)NC=N2. Cell line: UACC-257. Synergy scores: CSS=60.0, Synergy_ZIP=5.09, Synergy_Bliss=3.65, Synergy_Loewe=-34.3, Synergy_HSA=4.54. (10) Drug 1: CC1=C(C=C(C=C1)NC(=O)C2=CC=C(C=C2)CN3CCN(CC3)C)NC4=NC=CC(=N4)C5=CN=CC=C5. Drug 2: C(=O)(N)NO. Cell line: EKVX. Synergy scores: CSS=-1.01, Synergy_ZIP=1.53, Synergy_Bliss=2.40, Synergy_Loewe=-4.87, Synergy_HSA=-2.11.